This data is from Full USPTO retrosynthesis dataset with 1.9M reactions from patents (1976-2016). The task is: Predict the reactants needed to synthesize the given product. (1) Given the product [Cl:1][C:2]1[CH:3]=[CH:4][C:5]2[C:11](=[O:12])[C:10](=[CH:29][N:30]([CH3:32])[CH3:31])[CH2:9][C:8](=[O:13])[N:7]([CH2:14][CH2:15][CH2:16][N:17]3[C:18](=[O:27])[C:19]4[C:24](=[CH:23][CH:22]=[CH:21][CH:20]=4)[C:25]3=[O:26])[C:6]=2[CH:28]=1, predict the reactants needed to synthesize it. The reactants are: [Cl:1][C:2]1[CH:3]=[CH:4][C:5]2[C:11](=[O:12])[CH2:10][CH2:9][C:8](=[O:13])[N:7]([CH2:14][CH2:15][CH2:16][N:17]3[C:25](=[O:26])[C:24]4[C:19](=[CH:20][CH:21]=[CH:22][CH:23]=4)[C:18]3=[O:27])[C:6]=2[CH:28]=1.[CH3:29][N:30]([CH:32](OC)OC)[CH3:31]. (2) Given the product [CH3:31][N:21]([S:22]([C:25]1[CH:30]=[CH:29][CH:28]=[CH:27][N:26]=1)(=[O:24])=[O:23])[C:15]1[CH:16]=[CH:17][CH:18]=[C:19]2[C:14]=1[NH:13][C:12]([C:10]1[S:11][CH:7]([CH2:6][N:32]3[CH:36]=[CH:35][N:34]=[C:33]3[C:37]([O:39][CH2:40][CH3:41])=[O:38])[CH2:8][N:9]=1)=[CH:20]2, predict the reactants needed to synthesize it. The reactants are: CS(O[CH2:6][CH:7]1[S:11][C:10]([C:12]2[NH:13][C:14]3[C:19]([CH:20]=2)=[CH:18][CH:17]=[CH:16][C:15]=3[N:21]([CH3:31])[S:22]([C:25]2[CH:30]=[CH:29][CH:28]=[CH:27][N:26]=2)(=[O:24])=[O:23])=[N:9][CH2:8]1)(=O)=O.[NH:32]1[CH:36]=[CH:35][N:34]=[C:33]1[C:37]([O:39][CH2:40][CH3:41])=[O:38].C(=O)([O-])[O-].[K+].[K+].CN(C)C=O. (3) Given the product [C:1]([C:5]1[N:10]=[CH:9][C:8]([C:11]2[N:12]([C:32]([N:34]3[CH2:35][CH2:36][CH:37]([CH2:40][C:41]([NH:55][C@H:53]([C:47]4[CH:52]=[CH:51][CH:50]=[CH:49][CH:48]=4)[CH3:54])=[O:43])[CH2:38][CH2:39]3)=[O:33])[C@@:13]([C:25]3[CH:30]=[CH:29][C:28]([Cl:31])=[CH:27][CH:26]=3)([CH3:24])[C@@:14]([C:17]3[CH:22]=[CH:21][C:20]([Cl:23])=[CH:19][CH:18]=3)([CH3:16])[N:15]=2)=[C:7]([O:44][CH2:45][CH3:46])[CH:6]=1)([CH3:4])([CH3:2])[CH3:3], predict the reactants needed to synthesize it. The reactants are: [C:1]([C:5]1[N:10]=[CH:9][C:8]([C:11]2[N:12]([C:32]([N:34]3[CH2:39][CH2:38][CH:37]([CH2:40][C:41]([OH:43])=O)[CH2:36][CH2:35]3)=[O:33])[C@@:13]([C:25]3[CH:30]=[CH:29][C:28]([Cl:31])=[CH:27][CH:26]=3)([CH3:24])[C@@:14]([C:17]3[CH:22]=[CH:21][C:20]([Cl:23])=[CH:19][CH:18]=3)([CH3:16])[N:15]=2)=[C:7]([O:44][CH2:45][CH3:46])[CH:6]=1)([CH3:4])([CH3:3])[CH3:2].[C:47]1([C@@H:53]([NH2:55])[CH3:54])[CH:52]=[CH:51][CH:50]=[CH:49][CH:48]=1.